Dataset: Forward reaction prediction with 1.9M reactions from USPTO patents (1976-2016). Task: Predict the product of the given reaction. (1) Given the reactants C([N:3]([CH2:20][CH3:21])[C:4](=[O:19])[C:5]1[CH:10]=[CH:9][CH:8]=[CH:7][C:6]=1[CH2:11][C:12]1[CH:17]=[CH:16][C:15]([F:18])=[CH:14][CH:13]=1)C.C(C1[CH2:29][CH2:28][N:27]([CH3:30])[CH2:26][CH2:25]1)#N, predict the reaction product. The product is: [F:18][C:15]1[CH:14]=[CH:13][C:12]([C:11]2[C:6]3[C:5](=[CH:10][CH:9]=[CH:8][CH:7]=3)[C:4](=[O:19])[NH:3][C:20]=2[CH:21]2[CH2:29][CH2:28][N:27]([CH3:30])[CH2:26][CH2:25]2)=[CH:17][CH:16]=1. (2) Given the reactants C(O/[CH:4]=[C:5]1\[C:6](=[O:24])[N:7]([C:17]2[CH:22]=[CH:21][CH:20]=[CH:19][C:18]=2[F:23])[N:8]=[C:9]\1[C:10]1[CH:15]=[CH:14][CH:13]=[CH:12][C:11]=1F)C.C(=O)([O-])[O-].[K+].[K+].[NH:31]1[C:39]2[C:34](=[CH:35][C:36]([CH2:40][NH2:41])=[CH:37][CH:38]=2)[CH:33]=[CH:32]1, predict the reaction product. The product is: [F:23][C:18]1[CH:19]=[CH:20][CH:21]=[CH:22][C:17]=1[N:7]1[C:6](=[O:24])[C:5]2=[CH:4][N:41]([CH2:40][C:36]3[CH:35]=[C:34]4[C:39](=[CH:38][CH:37]=3)[NH:31][CH:32]=[CH:33]4)[C:11]3[CH:12]=[CH:13][CH:14]=[CH:15][C:10]=3[C:9]2=[N:8]1.